This data is from Full USPTO retrosynthesis dataset with 1.9M reactions from patents (1976-2016). The task is: Predict the reactants needed to synthesize the given product. (1) Given the product [ClH:1].[NH2:8][CH:9]1[CH2:10][CH2:11][CH:12]([NH:15][C:16](=[O:18])[CH3:17])[CH2:13][CH2:14]1, predict the reactants needed to synthesize it. The reactants are: [ClH:1].C(OC(=O)[NH:8][CH:9]1[CH2:14][CH2:13][CH:12]([NH:15][C:16](=[O:18])[CH3:17])[CH2:11][CH2:10]1)(C)(C)C. (2) Given the product [CH2:13]([O:12][C:10]([N:1]1[CH2:6][CH2:5][CH:4]([CH2:7][OH:8])[CH2:3][CH2:2]1)=[O:11])[C:14]1[CH:19]=[CH:18][CH:17]=[CH:16][CH:15]=1, predict the reactants needed to synthesize it. The reactants are: [NH:1]1[CH2:6][CH2:5][CH:4]([CH2:7][OH:8])[CH2:3][CH2:2]1.Cl[C:10]([O:12][CH2:13][C:14]1[CH:19]=[CH:18][CH:17]=[CH:16][CH:15]=1)=[O:11].C(=O)(O)[O-].[Na+]. (3) Given the product [Cl:1][C:2]1[C:7](/[CH:18]=[CH:19]/[C:20]([O:22][CH2:23][CH3:24])=[O:21])=[CH:6][CH:5]=[C:4]([Cl:9])[N:3]=1, predict the reactants needed to synthesize it. The reactants are: [Cl:1][C:2]1[C:7](I)=[CH:6][CH:5]=[C:4]([Cl:9])[N:3]=1.CC1(C)C(C)(C)OB(/[CH:18]=[CH:19]/[C:20]([O:22][CH2:23][CH3:24])=[O:21])O1.C([O-])([O-])=O.[K+].[K+]. (4) Given the product [CH2:1]([N:5]([CH2:16][CH2:17][CH2:18][CH3:19])[C:6]1[CH:13]=[CH:12][C:9]([CH:10]=[CH:27][C:26]2[C:25]([CH3:28])([CH3:29])[O:24][C:23](=[C:30]([C:31]#[N:32])[C:33]#[N:34])[C:22]=2[C:20]#[N:21])=[C:8]([O:14][CH3:15])[CH:7]=1)[CH2:2][CH2:3][CH3:4], predict the reactants needed to synthesize it. The reactants are: [CH2:1]([N:5]([CH2:16][CH2:17][CH2:18][CH3:19])[C:6]1[CH:13]=[CH:12][C:9]([CH:10]=O)=[C:8]([O:14][CH3:15])[CH:7]=1)[CH2:2][CH2:3][CH3:4].[C:20]([C:22]1[C:23](=[C:30]([C:33]#[N:34])[C:31]#[N:32])[O:24][C:25]([CH3:29])([CH3:28])[C:26]=1[CH3:27])#[N:21].C([O-])(=O)C.[NH4+]. (5) Given the product [CH3:9][C:10]1[N:18]2[C:13]([CH2:14][O:30][C:16]3[C:22]([CH2:26][CH:27]([OH:28])[CH2:29][OH:5])=[CH:21][CH:20]=[CH:19][C:17]=32)=[N:12][N:11]=1, predict the reactants needed to synthesize it. The reactants are: C[N+]1([O-])CC[O:5]CC1.[CH3:9][C:10]1[N:18]2[C:13]([CH2:14]O[C:16]3[C:22](CC=C)=[CH:21][CH:20]=[CH:19][C:17]=32)=[N:12][N:11]=1.[CH3:26][C:27]([CH3:29])=[O:28].[OH2:30]. (6) The reactants are: Cl.[NH2:2][CH2:3][C@@H:4]([C:6]1[C:14]2[S:13][C:12](=[O:15])[NH:11][C:10]=2[C:9]([OH:16])=[CH:8][CH:7]=1)[OH:5].O=[CH:18][CH2:19][S:20][CH2:21][CH2:22][CH2:23][O:24][CH2:25][C@@H:26]([NH:33][C:34](=[O:40])[O:35][C:36]([CH3:39])([CH3:38])[CH3:37])[C:27]1[CH:32]=[CH:31][CH:30]=[CH:29][CH:28]=1. Given the product [OH:5][C@H:4]([C:6]1[C:14]2[S:13][C:12](=[O:15])[NH:11][C:10]=2[C:9]([OH:16])=[CH:8][CH:7]=1)[CH2:3][NH:2][CH2:18][CH2:19][S:20][CH2:21][CH2:22][CH2:23][O:24][CH2:25][C@@H:26]([NH:33][C:34](=[O:40])[O:35][C:36]([CH3:39])([CH3:38])[CH3:37])[C:27]1[CH:32]=[CH:31][CH:30]=[CH:29][CH:28]=1, predict the reactants needed to synthesize it. (7) Given the product [CH2:1]([O:3][C:4]1[CH:5]=[C:6]([N:10]2[CH:14]=[C:13]([CH:15]=[O:16])[C:12]([CH2:19][CH3:20])=[N:11]2)[CH:7]=[CH:8][CH:9]=1)[CH3:2], predict the reactants needed to synthesize it. The reactants are: [CH2:1]([O:3][C:4]1[CH:5]=[C:6]([N:10]2[CH:14]=[C:13]([C:15](OC)=[O:16])[C:12]([CH2:19][CH3:20])=[N:11]2)[CH:7]=[CH:8][CH:9]=1)[CH3:2].[H-].[Al+3].[Li+].[H-].[H-].[H-]. (8) The reactants are: [Br:1][C:2]1[CH:3]=[CH:4][C:5]2[N:6]([CH2:16][C:17]([O:19]CC)=[O:18])[C:7]3[C:12]([C:13]=2[CH:14]=1)=[CH:11][C:10]([Br:15])=[CH:9][CH:8]=3.[Li+].[OH-]. Given the product [Br:1][C:2]1[CH:3]=[CH:4][C:5]2[N:6]([CH2:16][C:17]([OH:19])=[O:18])[C:7]3[C:12]([C:13]=2[CH:14]=1)=[CH:11][C:10]([Br:15])=[CH:9][CH:8]=3, predict the reactants needed to synthesize it. (9) Given the product [Cl:18][C:16]1[CH:15]=[CH:14][C:10]([C:11]([OH:13])=[O:12])=[C:9]([NH:8][C:6]2[CH:5]=[CH:4][CH:3]=[C:2]([N:1]3[C:23]([CH3:24])=[CH:22][CH:21]=[C:20]3[CH3:19])[N:7]=2)[CH:17]=1, predict the reactants needed to synthesize it. The reactants are: [NH2:1][C:2]1[N:7]=[C:6]([NH:8][C:9]2[CH:17]=[C:16]([Cl:18])[CH:15]=[CH:14][C:10]=2[C:11]([OH:13])=[O:12])[CH:5]=[CH:4][CH:3]=1.[CH3:19][C:20](=O)[CH2:21][CH2:22][C:23](=O)[CH3:24].C1(C)C=CC(S(O)(=O)=O)=CC=1.